Regression. Given two drug SMILES strings and cell line genomic features, predict the synergy score measuring deviation from expected non-interaction effect. From a dataset of NCI-60 drug combinations with 297,098 pairs across 59 cell lines. (1) Synergy scores: CSS=46.8, Synergy_ZIP=2.06, Synergy_Bliss=1.91, Synergy_Loewe=-3.82, Synergy_HSA=1.93. Drug 2: CC(C)NC(=O)C1=CC=C(C=C1)CNNC.Cl. Drug 1: C1=C(C(=O)NC(=O)N1)N(CCCl)CCCl. Cell line: SF-539. (2) Drug 1: CC1C(C(CC(O1)OC2CC(OC(C2O)C)OC3=CC4=CC5=C(C(=O)C(C(C5)C(C(=O)C(C(C)O)O)OC)OC6CC(C(C(O6)C)O)OC7CC(C(C(O7)C)O)OC8CC(C(C(O8)C)O)(C)O)C(=C4C(=C3C)O)O)O)O. Drug 2: C(CN)CNCCSP(=O)(O)O. Cell line: SK-OV-3. Synergy scores: CSS=15.7, Synergy_ZIP=1.32, Synergy_Bliss=1.86, Synergy_Loewe=-47.5, Synergy_HSA=0.566. (3) Drug 1: C1CCC(C1)C(CC#N)N2C=C(C=N2)C3=C4C=CNC4=NC=N3. Drug 2: C1=CN(C=N1)CC(O)(P(=O)(O)O)P(=O)(O)O. Cell line: SNB-19. Synergy scores: CSS=0.630, Synergy_ZIP=2.45, Synergy_Bliss=5.34, Synergy_Loewe=-1.94, Synergy_HSA=1.49. (4) Drug 1: C1CCN(CC1)CCOC2=CC=C(C=C2)C(=O)C3=C(SC4=C3C=CC(=C4)O)C5=CC=C(C=C5)O. Drug 2: C(CN)CNCCSP(=O)(O)O. Cell line: KM12. Synergy scores: CSS=-2.76, Synergy_ZIP=4.67, Synergy_Bliss=5.38, Synergy_Loewe=-1.57, Synergy_HSA=-1.56. (5) Drug 1: CCCCC(=O)OCC(=O)C1(CC(C2=C(C1)C(=C3C(=C2O)C(=O)C4=C(C3=O)C=CC=C4OC)O)OC5CC(C(C(O5)C)O)NC(=O)C(F)(F)F)O. Drug 2: CN(CC1=CN=C2C(=N1)C(=NC(=N2)N)N)C3=CC=C(C=C3)C(=O)NC(CCC(=O)O)C(=O)O. Cell line: RPMI-8226. Synergy scores: CSS=87.2, Synergy_ZIP=2.19, Synergy_Bliss=1.65, Synergy_Loewe=-0.494, Synergy_HSA=-0.372. (6) Drug 1: CC1=CC2C(CCC3(C2CCC3(C(=O)C)OC(=O)C)C)C4(C1=CC(=O)CC4)C. Drug 2: C1=CC(=CC=C1CC(C(=O)O)N)N(CCCl)CCCl.Cl. Synergy scores: CSS=17.3, Synergy_ZIP=2.12, Synergy_Bliss=9.63, Synergy_Loewe=8.02, Synergy_HSA=8.12. Cell line: SK-OV-3. (7) Drug 1: CC=C1C(=O)NC(C(=O)OC2CC(=O)NC(C(=O)NC(CSSCCC=C2)C(=O)N1)C(C)C)C(C)C. Drug 2: C1=CC=C(C=C1)NC(=O)CCCCCCC(=O)NO. Cell line: OVCAR-4. Synergy scores: CSS=48.3, Synergy_ZIP=-4.25, Synergy_Bliss=-1.27, Synergy_Loewe=-40.4, Synergy_HSA=0.901.